From a dataset of Experimentally validated miRNA-target interactions with 360,000+ pairs, plus equal number of negative samples. Binary Classification. Given a miRNA mature sequence and a target amino acid sequence, predict their likelihood of interaction. The miRNA is hsa-miR-6747-3p with sequence UCCUGCCUUCCUCUGCACCAG. The protein sequence of the target gene is MASLEVSRSPRRSRRELEVRSPRQNKYSVLLPTYNERENLPLIVWLLVKSFSESGINYEIIIIDDGSPDGTRDVAEQLEKIYGSDRILLRPREKKLGLGTAYIHGMKHATGNYIIIMDADLSHHPKFIPEFIRKQKEGNFDIVSGTRYKGNGGVYGWDLKRKIISRGANFLTQILLRPGASDLTGSFRLYRKEVLEKLIEKCVSKGYVFQMEMIVRARQLNYTIGEVPISFVDRVYGESKLGGNEIVSFLKGLLTLFATT. Result: 0 (no interaction).